Predict the reaction yield, written as a fraction of the theoretical maximum amount of product (1.0 means a 100% yield; for example, 0.34 means a 34% yield). From a dataset of Reaction yield outcomes from USPTO patents with 853,638 reactions. (1) The reactants are [C:1]([C:3]1[C:8]2[S:9][CH:10]=[CH:11][C:7]=2[C:6]([NH:12][C@H:13]([C@H:17]([OH:19])[CH3:18])[C:14]([OH:16])=O)=[CH:5][CH:4]=1)#[N:2].[C:20]([C:22]1[CH:31]=[CH:30][C:25]([C:26]([NH:28][NH2:29])=[O:27])=[CH:24][CH:23]=1)#[N:21].C1C=CC2N(O)N=NC=2C=1.C(Cl)CCl.CCN(CC)CC. The catalyst is C1COCC1.CN(C=O)C. The product is [C:20]([C:22]1[CH:23]=[CH:24][C:25]([C:26]([NH:28][NH:29][C:14](=[O:16])[C@H:13]([NH:12][C:6]2[C:7]3[CH:11]=[CH:10][S:9][C:8]=3[C:3]([C:1]#[N:2])=[CH:4][CH:5]=2)[C@H:17]([OH:19])[CH3:18])=[O:27])=[CH:30][CH:31]=1)#[N:21]. The yield is 0.820. (2) The reactants are FC1C=C(F)C=CC=1C(O[C:7]1[CH:12]=[C:11]([CH3:13])[C:10]([CH3:14])=[CH:9][C:8]=1[NH:15][C:16](=[O:25])[C:17]1[CH:22]=[CH:21][C:20]([F:23])=[CH:19][C:18]=1[F:24])=O.CC1C=CC(S(O)(=O)=O)=CC=1. The catalyst is C1(C)C(C)=CC=CC=1.C(OCC)(=O)C. The product is [F:24][C:18]1[CH:19]=[C:20]([F:23])[CH:21]=[CH:22][C:17]=1[C:16]1[O:25][C:7]2[CH:12]=[C:11]([CH3:13])[C:10]([CH3:14])=[CH:9][C:8]=2[N:15]=1. The yield is 0.640. (3) The reactants are I[C:2]1[N:3]=[CH:4][N:5]2[C:10]([C:11]([F:14])([F:13])[F:12])=[CH:9][C:8]([C:15]3[CH:20]=[CH:19][C:18]([C:21]([F:24])([F:23])[F:22])=[CH:17][CH:16]=3)=[N:7][C:6]=12.[CH3:25][Si:26]([C:29]#[CH:30])([CH3:28])[CH3:27].C(N(CC)CC)C.C1C=CC(P(C2C=CC=CC=2)C2C=CC=CC=2)=CC=1. The catalyst is CN(C)C=O.O.Cl[Pd](Cl)([P](C1C=CC=CC=1)(C1C=CC=CC=1)C1C=CC=CC=1)[P](C1C=CC=CC=1)(C1C=CC=CC=1)C1C=CC=CC=1.[Cu]I. The product is [F:12][C:11]([F:14])([F:13])[C:10]1[N:5]2[CH:4]=[N:3][C:2]([C:30]#[C:29][Si:26]([CH3:28])([CH3:27])[CH3:25])=[C:6]2[N:7]=[C:8]([C:15]2[CH:20]=[CH:19][C:18]([C:21]([F:24])([F:23])[F:22])=[CH:17][CH:16]=2)[CH:9]=1. The yield is 0.530. (4) The reactants are [NH:1]1[CH2:6][CH2:5][NH:4][CH2:3][CH2:2]1.[C:7]1([C:13]([C:12]2[CH:11]=[CH:10][CH:9]=[CH:8][C:7]=2[C:13](Cl)([C:14]2[CH:15]=[CH:16][CH:17]=[CH:18][CH:19]=2)[C:20]2[CH:21]=[CH:22][CH:23]=[CH:24][CH:25]=2)([C:20]2[CH:25]=[CH:24][CH:23]=[CH:22][CH:21]=2)[C:14]2[CH:19]=[CH:18][CH:17]=[CH:16][CH:15]=2)[CH:12]=[CH:11][CH:10]=[CH:9][CH:8]=1.[C:46]([OH:53])(=[O:52])[CH2:47][CH2:48][C:49]([OH:51])=[O:50]. The catalyst is C1(C)C=CC=CC=1.CO.C1(C)C=CC=CC=1. The product is [C:46]([OH:53])(=[O:52])[CH2:47][CH2:48][C:49]([OH:51])=[O:50].[C:13]([N:1]1[CH2:6][CH2:5][NH:4][CH2:3][CH2:2]1)([C:7]1[CH:12]=[CH:11][CH:10]=[CH:9][CH:8]=1)([C:20]1[CH:21]=[CH:22][CH:23]=[CH:24][CH:25]=1)[C:14]1[CH:15]=[CH:16][CH:17]=[CH:18][CH:19]=1. The yield is 0.700. (5) The reactants are Cl[C:2]1[N:7]=[C:6]([S:8][CH3:9])[N:5]=[C:4]([N:10]([C:18]([O:20][C:21]([CH3:24])([CH3:23])[CH3:22])=[O:19])[C:11]([O:13][C:14]([CH3:17])([CH3:16])[CH3:15])=[O:12])[CH:3]=1.CC1(C)C(C)(C)OB([C:33]2[CH:38]=[CH:37][N:36]=[CH:35][C:34]=2[NH2:39])O1. The catalyst is COCCOC.C1C=CC(P(C2C=CC=CC=2)[C-]2C=CC=C2)=CC=1.C1C=CC(P(C2C=CC=CC=2)[C-]2C=CC=C2)=CC=1.Cl[Pd]Cl.[Fe+2].C(Cl)Cl. The product is [NH2:39][C:34]1[CH:35]=[N:36][CH:37]=[CH:38][C:33]=1[C:2]1[N:7]=[C:6]([S:8][CH3:9])[N:5]=[C:4]([N:10]([C:18]([O:20][C:21]([CH3:24])([CH3:23])[CH3:22])=[O:19])[C:11]([O:13][C:14]([CH3:17])([CH3:16])[CH3:15])=[O:12])[CH:3]=1. The yield is 0.320. (6) The yield is 0.230. The product is [Cl:1][C:2]1[C:3]([C:15]([NH2:17])=[O:16])=[N:4][N:5]([C:8]2[CH:13]=[C:12]([C:27]#[C:26][C@@:24]([OH:28])([C:21]3[CH:20]=[C:19]([CH3:18])[O:23][N:22]=3)[CH3:25])[CH:11]=[CH:10][N:9]=2)[C:6]=1[CH3:7]. No catalyst specified. The reactants are [Cl:1][C:2]1[C:3]([C:15]([NH2:17])=[O:16])=[N:4][N:5]([C:8]2[CH:13]=[C:12](I)[CH:11]=[CH:10][N:9]=2)[C:6]=1[CH3:7].[CH3:18][C:19]1[O:23][N:22]=[C:21]([C@:24]([OH:28])([C:26]#[CH:27])[CH3:25])[CH:20]=1. (7) The reactants are [O-][Mn](=O)(=O)=O.[K+].O.[Cl:8][C:9]1[CH:13]=[C:12]([CH:14]=[O:15])[NH:11][C:10]=1[C:16]([O:18][CH3:19])=[O:17].[OH:20]S([O-])=O.[Na+]. The catalyst is CC(C)=O.Cl. The product is [Cl:8][C:9]1[CH:13]=[C:12]([C:14]([OH:20])=[O:15])[NH:11][C:10]=1[C:16]([O:18][CH3:19])=[O:17]. The yield is 0.820. (8) The catalyst is C(#N)C. The reactants are [Cl:1][C:2]1[CH:7]=[CH:6][CH:5]=[C:4]([Cl:8])[C:3]=1[N:9]1[C:13]([CH2:14][O:15][C:16]2[N:21]=[C:20]([C:22](F)(F)F)[C:19]([NH2:26])=[CH:18][CH:17]=2)=[C:12]([CH:27]([CH3:29])[CH3:28])[N:11]=[N:10]1.N1C=CC=CC=1.[CH3:36][O:37][C:38](=[O:49])[C:39]1[CH:44]=[CH:43][C:42]([S:45](Cl)(=[O:47])=[O:46])=[CH:41][CH:40]=1. The yield is 0.180. The product is [CH3:36][O:37][C:38](=[O:49])[C:39]1[CH:40]=[CH:41][C:42]([S:45](=[O:46])(=[O:47])[NH:26][C:19]2[C:20]([CH3:22])=[N:21][C:16]([O:15][CH2:14][C:13]3[N:9]([C:3]4[C:2]([Cl:1])=[CH:7][CH:6]=[CH:5][C:4]=4[Cl:8])[N:10]=[N:11][C:12]=3[CH:27]([CH3:29])[CH3:28])=[CH:17][CH:18]=2)=[CH:43][CH:44]=1. (9) The reactants are [CH2:1]([NH:8][C:9]([C:11]1[S:15][C:14]([N:16]2[CH:21]=[CH:20][C:19]([OH:22])=[CH:18][C:17]2=[O:23])=[N:13][C:12]=1[CH3:24])=[O:10])[C:2]1[CH:7]=[CH:6][CH:5]=[CH:4][CH:3]=1.[F:25][C:26]([F:39])([F:38])[S:27](O[S:27]([C:26]([F:39])([F:38])[F:25])(=[O:29])=[O:28])(=[O:29])=[O:28].C(OCC)(=O)C. The catalyst is N1C=CC=CC=1. The product is [F:25][C:26]([F:39])([F:38])[S:27]([O:22][C:19]1[CH:20]=[CH:21][N:16]([C:14]2[S:15][C:11]([C:9](=[O:10])[NH:8][CH2:1][C:2]3[CH:7]=[CH:6][CH:5]=[CH:4][CH:3]=3)=[C:12]([CH3:24])[N:13]=2)[C:17](=[O:23])[CH:18]=1)(=[O:29])=[O:28]. The yield is 0.580. (10) The yield is 0.820. The reactants are [CH2:1]([N:3]1[CH:7]=[C:6]([C:8]2[CH:13]=[CH:12][N:11]=[C:10]3[NH:14][C:15]([C:17]4[CH:22]=[CH:21][C:20]([CH2:23][N:24]5[CH2:29][CH2:28][O:27][CH2:26][CH2:25]5)=[CH:19][CH:18]=4)=[CH:16][C:9]=23)[C:5]([C:30]2[CH:35]=[CH:34][C:33]([NH2:36])=[CH:32][CH:31]=2)=[N:4]1)[CH3:2].C(N(CC)CC)C.[C:44](Cl)(=[O:49])[C:45]([CH3:48])([CH3:47])[CH3:46]. The catalyst is C(Cl)Cl.CN(C1C=CN=CC=1)C. The product is [CH2:1]([N:3]1[CH:7]=[C:6]([C:8]2[CH:13]=[CH:12][N:11]=[C:10]3[NH:14][C:15]([C:17]4[CH:22]=[CH:21][C:20]([CH2:23][N:24]5[CH2:29][CH2:28][O:27][CH2:26][CH2:25]5)=[CH:19][CH:18]=4)=[CH:16][C:9]=23)[C:5]([C:30]2[CH:35]=[CH:34][C:33]([NH:36][C:44](=[O:49])[C:45]([CH3:48])([CH3:47])[CH3:46])=[CH:32][CH:31]=2)=[N:4]1)[CH3:2].